This data is from Forward reaction prediction with 1.9M reactions from USPTO patents (1976-2016). The task is: Predict the product of the given reaction. (1) Given the reactants [CH2:1]([O:8][C:9]([N:11]([CH2:27][CH:28]([CH3:30])[CH3:29])[CH:12]1[CH2:17][CH:16]([CH2:18][OH:19])[CH2:15][N:14]([C:20]([O:22][C:23]([CH3:26])([CH3:25])[CH3:24])=[O:21])[CH2:13]1)=[O:10])[C:2]1[CH:7]=[CH:6][CH:5]=[CH:4][CH:3]=1.C(N(CC)CC)C.[C:38](Cl)(=[O:40])[CH3:39], predict the reaction product. The product is: [C:38]([O:19][CH2:18][CH:16]1[CH2:17][CH:12]([N:11]([C:9]([O:8][CH2:1][C:2]2[CH:7]=[CH:6][CH:5]=[CH:4][CH:3]=2)=[O:10])[CH2:27][CH:28]([CH3:30])[CH3:29])[CH2:13][N:14]([C:20]([O:22][C:23]([CH3:24])([CH3:25])[CH3:26])=[O:21])[CH2:15]1)(=[O:40])[CH3:39]. (2) Given the reactants [CH3:1][O:2][C:3]([C:5]1[N:6]([NH2:11])[CH:7]=[C:8]([Cl:10])[CH:9]=1)=[O:4].[CH3:12][O:13][C:14]1[CH:21]=[CH:20][C:17]([CH:18]=O)=[CH:16][CH:15]=1, predict the reaction product. The product is: [CH3:1][O:2][C:3]([C:5]1[N:6]([N:11]=[CH:18][C:17]2[CH:20]=[CH:21][C:14]([O:13][CH3:12])=[CH:15][CH:16]=2)[CH:7]=[C:8]([Cl:10])[CH:9]=1)=[O:4]. (3) Given the reactants [N+:1]([C:4]1[CH:5]=[C:6]2[C:10](=[CH:11][CH:12]=1)[NH:9][CH:8]=[CH:7]2)([O-:3])=[O:2].[C:13](Cl)(=[O:15])[CH3:14].[Sn](Cl)(Cl)(Cl)Cl.C([O-])(O)=O.[Na+], predict the reaction product. The product is: [C:13]([C:7]1[C:6]2[C:10](=[CH:11][CH:12]=[C:4]([N+:1]([O-:3])=[O:2])[CH:5]=2)[NH:9][CH:8]=1)(=[O:15])[CH3:14]. (4) Given the reactants [H-].[Na+].[CH2:3]([O:6][C:7]([CH:9]([CH2:16][CH2:17][CH2:18][CH2:19][C:20]([O:22][CH2:23][CH3:24])=[O:21])[C:10]([O:12][CH2:13][CH:14]=[CH2:15])=[O:11])=[O:8])[CH:4]=[CH2:5].Br[CH2:26][CH2:27][C:28]1[CH:35]=[CH:34][C:31]([C:32]#[N:33])=[CH:30][CH:29]=1.O, predict the reaction product. The product is: [CH2:3]([O:6][C:7]([C:9]([CH2:26][CH2:27][C:28]1[CH:35]=[CH:34][C:31]([C:32]#[N:33])=[CH:30][CH:29]=1)([CH2:16][CH2:17][CH2:18][CH2:19][C:20]([O:22][CH2:23][CH3:24])=[O:21])[C:10]([O:12][CH2:13][CH:14]=[CH2:15])=[O:11])=[O:8])[CH:4]=[CH2:5]. (5) Given the reactants [O:1]1[CH2:6][CH2:5][CH2:4][CH2:3][CH:2]1[N:7]1[C:15]2[C:10](=[CH:11][C:12]([C:16]3[N:20]=[CH:19][N:18]([C:21]([C:34]4[CH:39]=[CH:38][CH:37]=[CH:36][CH:35]=4)([C:28]4[CH:33]=[CH:32][CH:31]=[CH:30][CH:29]=4)[C:22]4[CH:27]=[CH:26][CH:25]=[CH:24][CH:23]=4)[N:17]=3)=[CH:13][CH:14]=2)[C:9]([C:40]2[CH:41]=[C:42]([CH:47]=[CH:48][CH:49]=2)[C:43](OC)=[O:44])=[N:8]1.O.[OH-].[Li+].[CH:53]1([CH2:56][NH2:57])[CH2:55][CH2:54]1.O.ON1C2C=CC=CC=2N=N1.Cl.CN(C)CCCN=C=NCC, predict the reaction product. The product is: [CH:53]1([CH2:56][NH:57][C:43]([C:42]2[CH:47]=[CH:48][CH:49]=[C:40]([C:9]3[C:10]4[C:15](=[CH:14][CH:13]=[C:12]([C:16]5[N:20]=[CH:19][N:18]([C:21]([C:28]6[CH:29]=[CH:30][CH:31]=[CH:32][CH:33]=6)([C:34]6[CH:39]=[CH:38][CH:37]=[CH:36][CH:35]=6)[C:22]6[CH:27]=[CH:26][CH:25]=[CH:24][CH:23]=6)[N:17]=5)[CH:11]=4)[N:7]([CH:2]4[CH2:3][CH2:4][CH2:5][CH2:6][O:1]4)[N:8]=3)[CH:41]=2)=[O:44])[CH2:55][CH2:54]1. (6) Given the reactants C(OC1C=CC2C(=CC=CC=2)N1C(OCC)=O)C.[C:19]([N:26]1[CH2:33][C:32](=[O:34])[CH2:31][C@@H:27]1[C:28]([OH:30])=O)([O:21][C:22]([CH3:25])([CH3:24])[CH3:23])=[O:20].[NH2:35][C:36]1[CH:41]=[CH:40][C:39]([N:42]2[CH:47]=[CH:46][CH:45]=[CH:44][C:43]2=[O:48])=[CH:38][CH:37]=1.COC(C)(C)C, predict the reaction product. The product is: [O:34]=[C:32]1[CH2:33][N:26]([C:19]([O:21][C:22]([CH3:23])([CH3:24])[CH3:25])=[O:20])[C@@H:27]([C:28](=[O:30])[NH:35][C:36]2[CH:41]=[CH:40][C:39]([N:42]3[CH:47]=[CH:46][CH:45]=[CH:44][C:43]3=[O:48])=[CH:38][CH:37]=2)[CH2:31]1.